From a dataset of Reaction yield outcomes from USPTO patents with 853,638 reactions. Predict the reaction yield, written as a fraction of the theoretical maximum amount of product (1.0 means a 100% yield; for example, 0.34 means a 34% yield). (1) The reactants are CC(C)([O-])C.[K+].[OH:7][C:8]1[CH:9]=[N:10][CH:11]=[CH:12][CH:13]=1.[CH3:14][Si:15]([CH3:22])([CH3:21])[CH2:16][CH2:17][O:18][CH2:19]Cl. The catalyst is CN(C=O)C.C1COCC1. The product is [CH3:14][Si:15]([CH3:22])([CH3:21])[CH2:16][CH2:17][O:18][CH2:19][O:7][C:8]1[CH:9]=[N:10][CH:11]=[CH:12][CH:13]=1. The yield is 0.700. (2) The reactants are FC(F)(F)C(O)=O.[CH:8]([N:11]1[C:15]([C:16]2[N:25]=[C:24]3[N:18]([CH2:19][CH2:20][O:21][C:22]4[CH:29]=[C:28]([CH:30]5[CH2:35][CH2:34][NH:33][CH2:32][CH2:31]5)[CH:27]=[CH:26][C:23]=43)[CH:17]=2)=[N:14][CH:13]=[N:12]1)([CH3:10])[CH3:9].C(=O)([O-])[O-].[K+].[K+].[CH:42]([NH:45][C:46](=[O:49])[CH2:47]Cl)([CH3:44])[CH3:43]. The catalyst is C1COCC1. The product is [CH:42]([NH:45][C:46](=[O:49])[CH2:47][N:33]1[CH2:34][CH2:35][CH:30]([C:28]2[CH:27]=[CH:26][C:23]3[C:24]4[N:18]([CH:17]=[C:16]([C:15]5[N:11]([CH:8]([CH3:10])[CH3:9])[N:12]=[CH:13][N:14]=5)[N:25]=4)[CH2:19][CH2:20][O:21][C:22]=3[CH:29]=2)[CH2:31][CH2:32]1)([CH3:44])[CH3:43]. The yield is 0.530. (3) The catalyst is C(OCC)(=O)C. The reactants are O1[C:5]2([CH2:10][CH2:9][CH:8]([OH:11])[CH2:7][CH2:6]2)[O:4][CH2:3][CH2:2]1.C(Cl)(=O)[C:13]1[CH:18]=[CH:17]C=[CH:15][CH:14]=1.N1C=CC=CC=1.[O:27]1CCCC1. The yield is 0.430. The product is [C:3]([O:4][CH:5]1[CH2:6][CH2:7][C:8](=[O:11])[CH2:9][CH2:10]1)(=[O:27])[C:2]1[CH:17]=[CH:18][CH:13]=[CH:14][CH:15]=1. (4) The reactants are [H-].[Na+].[OH:3][C:4]1[CH:5]=[N:6][CH:7]=[CH:8][CH:9]=1.Br[CH:11]([CH3:19])[C:12]([O:14][C:15]([CH3:18])([CH3:17])[CH3:16])=[O:13].C(=O)(O)[O-].[Na+]. The catalyst is CN(C=O)C. The product is [N:6]1[CH:7]=[CH:8][CH:9]=[C:4]([O:3][CH:11]([CH3:19])[C:12]([O:14][C:15]([CH3:18])([CH3:17])[CH3:16])=[O:13])[CH:5]=1. The yield is 0.620. (5) The reactants are [Br:1][C:2]1[CH:7]=[C:6]([C:8]([F:17])([C:13]([F:16])([F:15])[F:14])[C:9]([F:12])([F:11])[F:10])[CH:5]=[C:4]([C:18]([F:21])([F:20])[F:19])[C:3]=1[NH:22][C:23](=[O:31])[C:24]1[CH:29]=[CH:28][CH:27]=[C:26](Cl)[N:25]=1.[CH3:32][NH2:33].O.C(OCC)(=O)C. The catalyst is O1CCOCC1.S([O-])([O-])(=O)=O.[Cu+2]. The product is [Br:1][C:2]1[CH:7]=[C:6]([C:8]([F:17])([C:13]([F:16])([F:15])[F:14])[C:9]([F:12])([F:11])[F:10])[CH:5]=[C:4]([C:18]([F:21])([F:20])[F:19])[C:3]=1[NH:22][C:23](=[O:31])[C:24]1[CH:29]=[CH:28][CH:27]=[C:26]([NH:33][CH3:32])[N:25]=1. The yield is 0.690. (6) The reactants are [Br-].[C:2]([CH:4]([C:6]1[O:7][CH:8]=[CH:9][CH:10]=1)[NH3+:5])#[N:3].BrBr.OS([O-])=O.[Na+]. The catalyst is O. The product is [OH:7][C:6]1[C:4]([C:2]#[N:3])=[N:5][CH:8]=[CH:9][CH:10]=1. The yield is 0.400. (7) The reactants are [Cl:1][C:2]1[CH:7]=[C:6]([O:8][C:9]2[C:18]3[C:13](=[CH:14][C:15]([O:21][CH3:22])=[C:16]([O:19][CH3:20])[CH:17]=3)[N:12]=[CH:11][CH:10]=2)[CH:5]=[CH:4][C:3]=1[NH:23][C:24]([NH:26][C:27]1[CH:31]=[C:30]([CH3:32])[O:29][N:28]=1)=[O:25].[C:33]([OH:40])(=[O:39])/[CH:34]=[CH:35]\[C:36]([OH:38])=[O:37].O. The catalyst is CO. The product is [C:33]([OH:40])(=[O:39])/[CH:34]=[CH:35]\[C:36]([OH:38])=[O:37].[Cl:1][C:2]1[CH:7]=[C:6]([O:8][C:9]2[C:18]3[C:13](=[CH:14][C:15]([O:21][CH3:22])=[C:16]([O:19][CH3:20])[CH:17]=3)[N:12]=[CH:11][CH:10]=2)[CH:5]=[CH:4][C:3]=1[NH:23][C:24]([NH:26][C:27]1[CH:31]=[C:30]([CH3:32])[O:29][N:28]=1)=[O:25]. The yield is 0.680. (8) The reactants are [CH3:1][C:2]1([CH3:29])[C:18]2[CH:17]=[C:16]3[C:8]([C:9]4[CH:10]=[C:11]5[C:22]([CH3:24])([CH3:23])[CH2:21][CH2:20][C:19]([CH3:26])([CH3:25])[C:12]5=[CH:13][C:14]=4[CH2:15]3)=[CH:7][C:6]=2[C:5]([CH3:28])([CH3:27])[CH2:4][CH2:3]1.[Li]CCCC.[CH3:35][C:36]([CH3:42])=[C:37]1[CH:41]=[CH:40][CH:39]=[CH:38]1. The catalyst is C1COCC1. The product is [CH:37]1([C:36]([CH:20]2[CH2:21][C:22]([CH3:24])([CH3:23])[C:11]3[CH:10]=[C:9]4[C:14](=[CH:13][C:12]=3[C:19]2([CH3:26])[CH3:25])[CH2:15][C:16]2[CH:17]=[C:18]3[C:2]([CH3:29])([CH3:1])[CH2:3][CH2:4][C:5]([CH3:28])([CH3:27])[C:6]3=[CH:7][C:8]4=2)([CH3:42])[CH3:35])[CH:41]=[CH:40][CH:39]=[CH:38]1. The yield is 0.680. (9) The reactants are Cl.[CH2:2]([NH:9][CH:10]1[CH2:14][CH2:13][CH2:12][CH2:11]1)[C:3]1[CH:8]=CC=CC=1.C(N(C(C)C)CC)(C)C.BrCCC1[O:31][CH2:30][CH2:29][O:28]1.CC1CC=CCC=1. The catalyst is C(#N)C.C(Cl)Cl. The product is [O:28]1[CH2:29][CH2:30][O:31][CH:8]1[CH2:3][CH2:2][NH:9][CH:10]1[CH2:11][CH2:12][CH2:13][CH2:14]1. The yield is 0.400.